This data is from Forward reaction prediction with 1.9M reactions from USPTO patents (1976-2016). The task is: Predict the product of the given reaction. (1) Given the reactants ClC1C(C(=O)N(CCCC)CCCC)=NN(C2C=CC(C(=O)NS(C3C=CC4C(=CC=CC=4)C=3)(=O)=O)=CC=2C(O)=O)C=1C.[Cl:44][C:45]1[C:46]([C:87](=[O:97])[N:88]([CH2:93][CH2:94][CH2:95][CH3:96])[CH2:89][CH2:90][CH2:91][CH3:92])=[N:47][N:48]([C:51]2[CH:61]=[CH:60][C:59]([C:62](=[O:86])[NH:63][S:64]([C:67]3[CH:76]=[CH:75][C:74]4[C:69](=[C:70]([O:77][CH2:78][CH2:79][N:80]5[CH2:85][CH2:84][O:83][CH2:82][CH2:81]5)[CH:71]=[CH:72][CH:73]=4)[CH:68]=3)(=[O:66])=[O:65])=[CH:58][C:52]=2[C:53]([O:55]CC)=[O:54])[C:49]=1[CH3:50], predict the reaction product. The product is: [Cl:44][C:45]1[C:46]([C:87](=[O:97])[N:88]([CH2:89][CH2:90][CH2:91][CH3:92])[CH2:93][CH2:94][CH2:95][CH3:96])=[N:47][N:48]([C:51]2[CH:61]=[CH:60][C:59]([C:62](=[O:86])[NH:63][S:64]([C:67]3[CH:76]=[CH:75][C:74]4[C:69](=[C:70]([O:77][CH2:78][CH2:79][N:80]5[CH2:81][CH2:82][O:83][CH2:84][CH2:85]5)[CH:71]=[CH:72][CH:73]=4)[CH:68]=3)(=[O:66])=[O:65])=[CH:58][C:52]=2[C:53]([OH:55])=[O:54])[C:49]=1[CH3:50]. (2) Given the reactants [NH3:1].[CH2:2]([N:9]1[C:17]2[C:12](=[CH:13][CH:14]=[CH:15][CH:16]=2)[C:11]([C:18]2[O:19][C:20]([C:23](Cl)=[O:24])=[CH:21][CH:22]=2)=[N:10]1)[C:3]1[CH:8]=[CH:7][CH:6]=[CH:5][CH:4]=1, predict the reaction product. The product is: [CH2:2]([N:9]1[C:17]2[C:12](=[CH:13][CH:14]=[CH:15][CH:16]=2)[C:11]([C:18]2[O:19][C:20]([C:23](=[O:24])[NH2:1])=[CH:21][CH:22]=2)=[N:10]1)[C:3]1[CH:8]=[CH:7][CH:6]=[CH:5][CH:4]=1. (3) Given the reactants [F:1][CH:2]([F:11])[C:3]([C:5]1[CH:10]=[CH:9][CH:8]=[CH:7][CH:6]=1)=[O:4].Br[C:13]1[CH:23]=[CH:22][C:16]([C:17]([O:19][CH2:20][CH3:21])=[O:18])=[CH:15][CH:14]=1, predict the reaction product. The product is: [F:1][C:2]([C:13]1[CH:23]=[CH:22][C:16]([C:17]([O:19][CH2:20][CH3:21])=[O:18])=[CH:15][CH:14]=1)([F:11])[C:3](=[O:4])[C:5]1[CH:6]=[CH:7][CH:8]=[CH:9][CH:10]=1. (4) Given the reactants [CH3:1][O:2][C:3]1[CH:8]=[CH:7][C:6]([C:9]([C:11]2[S:19][C:14]3[NH:15][C:16]([CH3:18])=[CH:17][C:13]=3[CH:12]=2)=[O:10])=[CH:5][CH:4]=1.Cl.Cl[CH2:22][CH2:23][N:24]1[CH2:29][CH2:28][O:27][CH2:26][CH2:25]1.C(=O)([O-])[O-].[K+].[K+], predict the reaction product. The product is: [CH3:1][O:2][C:3]1[CH:8]=[CH:7][C:6]([C:9]([C:11]2[S:19][C:14]3[N:15]([CH2:22][CH2:23][N:24]4[CH2:29][CH2:28][O:27][CH2:26][CH2:25]4)[C:16]([CH3:18])=[CH:17][C:13]=3[CH:12]=2)=[O:10])=[CH:5][CH:4]=1. (5) The product is: [CH2:36]([NH:35][C:32]([CH:30]1[O:29][C:10]2([CH2:11][CH2:12][N:13]([C:16](=[O:28])[C:17]3[CH:22]=[CH:21][C:20]([O:23][CH:24]([CH3:25])[CH3:26])=[C:19]([CH3:27])[CH:18]=3)[CH2:14][CH2:15]2)[CH2:9][N:8]([CH2:1][C:2]2[CH:7]=[CH:6][CH:5]=[CH:4][CH:3]=2)[CH2:31]1)=[O:34])[C:37]([CH3:38])=[O:39]. Given the reactants [CH2:1]([N:8]1[CH2:31][CH:30]([C:32]([OH:34])=O)[O:29][C:10]2([CH2:15][CH2:14][N:13]([C:16](=[O:28])[C:17]3[CH:22]=[CH:21][C:20]([O:23][CH:24]([CH3:26])[CH3:25])=[C:19]([CH3:27])[CH:18]=3)[CH2:12][CH2:11]2)[CH2:9]1)[C:2]1[CH:7]=[CH:6][CH:5]=[CH:4][CH:3]=1.[NH2:35][CH2:36][C:37](=[O:39])[CH3:38].C(P1(=O)OP(CCC)(=O)OP(CCC)(=O)O1)CC.CC1CCCO1, predict the reaction product. (6) Given the reactants C[Si]([N:5]=[C:6]=[O:7])(C)C.[CH2:8]([O:10][C:11]([C:13]1[C:18]([O:19][CH2:20][CH3:21])=[C:17]([N:22]2[CH2:27][CH2:26][O:25][CH2:24][CH2:23]2)[N:16]=[C:15]([C:28]2[CH:33]=[CH:32][C:31]([NH2:34])=[CH:30][CH:29]=2)[N:14]=1)=[O:12])[CH3:9], predict the reaction product. The product is: [CH2:8]([O:10][C:11]([C:13]1[C:18]([O:19][CH2:20][CH3:21])=[C:17]([N:22]2[CH2:23][CH2:24][O:25][CH2:26][CH2:27]2)[N:16]=[C:15]([C:28]2[CH:29]=[CH:30][C:31]([NH:34][C:6]([NH2:5])=[O:7])=[CH:32][CH:33]=2)[N:14]=1)=[O:12])[CH3:9]. (7) Given the reactants C(Cl)(=O)C(Cl)=O.CS(C)=O.[F:11][C:12]([F:34])([F:33])[C:13]1[CH:28]=[C:27]([C:29]([F:32])([F:31])[F:30])[CH:26]=[CH:25][C:14]=1[CH2:15][N:16]1[CH2:21][CH2:20][CH:19]([CH2:22][OH:23])[CH2:18][C:17]1=[O:24].[Cl-].[NH4+], predict the reaction product. The product is: [F:34][C:12]([F:11])([F:33])[C:13]1[CH:28]=[C:27]([C:29]([F:32])([F:31])[F:30])[CH:26]=[CH:25][C:14]=1[CH2:15][N:16]1[CH2:21][CH2:20][CH:19]([CH:22]=[O:23])[CH2:18][C:17]1=[O:24]. (8) Given the reactants O.Cl.[C:3]([N:11]1[CH2:16][CH2:15][CH2:14][C:13]([C:36]2[CH:41]=[CH:40][C:39]([Cl:42])=[C:38]([Cl:43])[CH:37]=2)([CH2:17][CH2:18][CH2:19][N:20]2[CH2:25][CH2:24][C:23]([O:32][CH2:33][CH2:34][OH:35])([C:26]3[CH:31]=[CH:30][CH:29]=[CH:28][CH:27]=3)[CH2:22][CH2:21]2)[CH2:12]1)(=[O:10])[C:4]1[CH:9]=[CH:8][CH:7]=[CH:6][CH:5]=1.C(N(CC)CC)C.[C:51](Cl)(=[O:53])[CH3:52].Cl, predict the reaction product. The product is: [ClH:42].[C:51]([O:35][CH2:34][CH2:33][O:32][C:23]1([C:26]2[CH:27]=[CH:28][CH:29]=[CH:30][CH:31]=2)[CH2:24][CH2:25][N:20]([CH2:19][CH2:18][CH2:17][C:13]2([C:36]3[CH:41]=[CH:40][C:39]([Cl:42])=[C:38]([Cl:43])[CH:37]=3)[CH2:14][CH2:15][CH2:16][N:11]([C:3](=[O:10])[C:4]3[CH:9]=[CH:8][CH:7]=[CH:6][CH:5]=3)[CH2:12]2)[CH2:21][CH2:22]1)(=[O:53])[CH3:52].